This data is from Reaction yield outcomes from USPTO patents with 853,638 reactions. The task is: Predict the reaction yield, written as a fraction of the theoretical maximum amount of product (1.0 means a 100% yield; for example, 0.34 means a 34% yield). The reactants are [SH:1][CH2:2][CH2:3][C:4]([OH:6])=[O:5].[F:7][C:8]([F:12])([F:11])[CH:9]=[CH2:10]. The catalyst is C1(C)C=CC=CC=1. The product is [F:7][C:8]([F:12])([F:11])[CH2:9][CH2:10][S:1][CH2:2][CH2:3][C:4]([OH:6])=[O:5]. The yield is 0.760.